The task is: Predict the reaction yield, written as a fraction of the theoretical maximum amount of product (1.0 means a 100% yield; for example, 0.34 means a 34% yield).. This data is from Reaction yield outcomes from USPTO patents with 853,638 reactions. (1) The reactants are [CH3:1][C@@H:2]([OH:5])[CH2:3][CH3:4].[H-].[Na+].Cl[C:9]1[CH:10]=[CH:11][C:12]2[CH2:13][N:14]([C:20]([O:22][C:23]([CH3:26])([CH3:25])[CH3:24])=[O:21])[CH2:15][CH2:16][O:17][C:18]=2[N:19]=1.O. The catalyst is C1(C)C=CC=CC=1.C1C=CC(/C=C/C(/C=C/C2C=CC=CC=2)=O)=CC=1.C1C=CC(/C=C/C(/C=C/C2C=CC=CC=2)=O)=CC=1.C1C=CC(/C=C/C(/C=C/C2C=CC=CC=2)=O)=CC=1.[Pd].[Pd].C1C=CC(P(C2C(C3C(P(C4C=CC=CC=4)C4C=CC=CC=4)=CC=C4C=3C=CC=C4)=C3C(C=CC=C3)=CC=2)C2C=CC=CC=2)=CC=1. The product is [CH3:1][C@@H:2]([O:5][C:9]1[CH:10]=[CH:11][C:12]2[CH2:13][N:14]([C:20]([O:22][C:23]([CH3:26])([CH3:25])[CH3:24])=[O:21])[CH2:15][CH2:16][O:17][C:18]=2[N:19]=1)[CH2:3][CH3:4]. The yield is 0.700. (2) The reactants are [S:1]1[C:5]([CH2:6][O:7][C:8]([NH:10][CH2:11][CH2:12][CH2:13][NH:14][C:15](=[O:21])[O:16][C:17]([CH3:20])([CH3:19])[CH3:18])=[O:9])=[CH:4][N:3]=[CH:2]1.[H-].[Na+].[CH2:24](Br)[C:25]1[CH:30]=[CH:29][CH:28]=[CH:27][CH:26]=1. No catalyst specified. The product is [CH2:24]([N:14]([CH2:13][CH2:12][CH2:11][N:10]([CH2:24][C:25]1[CH:30]=[CH:29][CH:28]=[CH:27][CH:26]=1)[C:8]([O:7][CH2:6][C:5]1[S:1][CH:2]=[N:3][CH:4]=1)=[O:9])[C:15](=[O:21])[O:16][C:17]([CH3:18])([CH3:20])[CH3:19])[C:25]1[CH:30]=[CH:29][CH:28]=[CH:27][CH:26]=1. The yield is 0.420.